From a dataset of NCI-60 drug combinations with 297,098 pairs across 59 cell lines. Regression. Given two drug SMILES strings and cell line genomic features, predict the synergy score measuring deviation from expected non-interaction effect. (1) Drug 1: B(C(CC(C)C)NC(=O)C(CC1=CC=CC=C1)NC(=O)C2=NC=CN=C2)(O)O. Drug 2: N.N.Cl[Pt+2]Cl. Cell line: LOX IMVI. Synergy scores: CSS=88.9, Synergy_ZIP=-0.575, Synergy_Bliss=0.764, Synergy_Loewe=1.46, Synergy_HSA=3.72. (2) Drug 1: CCN(CC)CCNC(=O)C1=C(NC(=C1C)C=C2C3=C(C=CC(=C3)F)NC2=O)C. Drug 2: CCCCC(=O)OCC(=O)C1(CC(C2=C(C1)C(=C3C(=C2O)C(=O)C4=C(C3=O)C=CC=C4OC)O)OC5CC(C(C(O5)C)O)NC(=O)C(F)(F)F)O. Cell line: A498. Synergy scores: CSS=31.8, Synergy_ZIP=6.77, Synergy_Bliss=9.24, Synergy_Loewe=1.30, Synergy_HSA=7.70. (3) Drug 1: CN1CCC(CC1)COC2=C(C=C3C(=C2)N=CN=C3NC4=C(C=C(C=C4)Br)F)OC. Drug 2: C1CN(P(=O)(OC1)NCCCl)CCCl. Cell line: A498. Synergy scores: CSS=18.7, Synergy_ZIP=-2.02, Synergy_Bliss=4.55, Synergy_Loewe=-10.5, Synergy_HSA=3.67. (4) Drug 1: CCC(=C(C1=CC=CC=C1)C2=CC=C(C=C2)OCCN(C)C)C3=CC=CC=C3.C(C(=O)O)C(CC(=O)O)(C(=O)O)O. Drug 2: C1=NC(=NC(=O)N1C2C(C(C(O2)CO)O)O)N. Cell line: MCF7. Synergy scores: CSS=2.61, Synergy_ZIP=-7.36, Synergy_Bliss=-11.7, Synergy_Loewe=-10.3, Synergy_HSA=-9.59. (5) Cell line: M14. Drug 2: CC12CCC3C(C1CCC2OP(=O)(O)O)CCC4=C3C=CC(=C4)OC(=O)N(CCCl)CCCl.[Na+]. Drug 1: CC(C)CN1C=NC2=C1C3=CC=CC=C3N=C2N. Synergy scores: CSS=6.89, Synergy_ZIP=-0.286, Synergy_Bliss=4.22, Synergy_Loewe=4.91, Synergy_HSA=2.00. (6) Drug 1: CN1C(=O)N2C=NC(=C2N=N1)C(=O)N. Synergy scores: CSS=6.59, Synergy_ZIP=-2.27, Synergy_Bliss=-5.61, Synergy_Loewe=-24.1, Synergy_HSA=-10.7. Cell line: MALME-3M. Drug 2: C1=CC=C(C=C1)NC(=O)CCCCCCC(=O)NO. (7) Drug 1: CC(C)(C#N)C1=CC(=CC(=C1)CN2C=NC=N2)C(C)(C)C#N. Drug 2: CC12CCC3C(C1CCC2OP(=O)(O)O)CCC4=C3C=CC(=C4)OC(=O)N(CCCl)CCCl.[Na+]. Cell line: HOP-62. Synergy scores: CSS=-6.79, Synergy_ZIP=13.3, Synergy_Bliss=21.2, Synergy_Loewe=-1.31, Synergy_HSA=-1.32.